Dataset: TCR-epitope binding with 47,182 pairs between 192 epitopes and 23,139 TCRs. Task: Binary Classification. Given a T-cell receptor sequence (or CDR3 region) and an epitope sequence, predict whether binding occurs between them. (1) The epitope is AVFDRKSDAK. The TCR CDR3 sequence is CASSGPGRTTNEKLFF. Result: 1 (the TCR binds to the epitope). (2) The epitope is VLAWLYAAV. The TCR CDR3 sequence is CSARDWGGSYNSPLHF. Result: 0 (the TCR does not bind to the epitope). (3) The epitope is KLPDDFTGCV. The TCR CDR3 sequence is CASSLAPQDTQYF. Result: 0 (the TCR does not bind to the epitope). (4) The epitope is SQASSRSSSR. Result: 0 (the TCR does not bind to the epitope). The TCR CDR3 sequence is CASSFLRGPLNEQFF. (5) The epitope is FVRATATIPI. The TCR CDR3 sequence is CASSIEGIYGYTF. Result: 0 (the TCR does not bind to the epitope). (6) The TCR CDR3 sequence is CASSVGRNTEAFF. Result: 1 (the TCR binds to the epitope). The epitope is PKYVKQNTLKLAT.